From a dataset of Full USPTO retrosynthesis dataset with 1.9M reactions from patents (1976-2016). Predict the reactants needed to synthesize the given product. (1) Given the product [Cl:3][C:4]1[C:13]2[C:8](=[CH:9][C:10]([CH2:14][O:15][C:18]3[CH:25]=[CH:24][C:21]([C:22]#[N:23])=[CH:20][CH:19]=3)=[CH:11][CH:12]=2)[N:7]=[C:6]([CH3:16])[CH:5]=1, predict the reactants needed to synthesize it. The reactants are: [H-].[Na+].[Cl:3][C:4]1[C:13]2[C:8](=[CH:9][C:10]([CH2:14][OH:15])=[CH:11][CH:12]=2)[N:7]=[C:6]([CH3:16])[CH:5]=1.F[C:18]1[CH:25]=[CH:24][C:21]([C:22]#[N:23])=[CH:20][CH:19]=1. (2) Given the product [O:1]1[C:5]2[CH:6]=[CH:7][C:8]([C:10]3([C:13]([NH:15][C:16]4[CH:21]=[CH:20][C:19]([CH3:22])=[C:18]([C:27]5[CH:35]=[CH:34][C:30]([C:31]([OH:33])=[O:32])=[CH:29][CH:28]=5)[CH:17]=4)=[O:14])[CH2:12][CH2:11]3)=[CH:9][C:4]=2[O:3][CH2:2]1, predict the reactants needed to synthesize it. The reactants are: [O:1]1[C:5]2[CH:6]=[CH:7][C:8]([C:10]3([C:13]([NH:15][C:16]4[CH:21]=[CH:20][C:19]([CH3:22])=[C:18](Br)[CH:17]=4)=[O:14])[CH2:12][CH2:11]3)=[CH:9][C:4]=2[O:3][CH2:2]1.B([C:27]1[CH:35]=[CH:34][C:30]([C:31]([OH:33])=[O:32])=[CH:29][CH:28]=1)(O)O.C([O-])([O-])=O.[K+].[K+].